From a dataset of Full USPTO retrosynthesis dataset with 1.9M reactions from patents (1976-2016). Predict the reactants needed to synthesize the given product. Given the product [ClH:39].[CH3:1][O:2][C:3]1[CH:4]=[C:5]2[C:10](=[CH:11][CH:12]=1)[C:9]([O:13][C:14]1[CH:15]=[CH:16][C:17]([O:20][CH2:21][CH2:22][N:23]3[CH2:28][CH2:27][CH2:26][CH2:25][CH2:24]3)=[CH:18][CH:19]=1)=[C:8]([C:29]1[CH:30]=[C:31]3[C:35](=[CH:36][CH:37]=1)[C:34](=[O:38])[NH:33][CH2:32]3)[CH:7]=[CH:6]2, predict the reactants needed to synthesize it. The reactants are: [CH3:1][O:2][C:3]1[CH:4]=[C:5]2[C:10](=[CH:11][CH:12]=1)[C:9]([O:13][C:14]1[CH:19]=[CH:18][C:17]([O:20][CH2:21][CH2:22][N:23]3[CH2:28][CH2:27][CH2:26][CH2:25][CH2:24]3)=[CH:16][CH:15]=1)=[C:8]([C:29]1[CH:30]=[C:31]3[C:35](=[CH:36][CH:37]=1)[C:34](=[O:38])[NH:33][CH2:32]3)[CH:7]=[CH:6]2.[ClH:39].C(OCC)C.